Dataset: Reaction yield outcomes from USPTO patents with 853,638 reactions. Task: Predict the reaction yield, written as a fraction of the theoretical maximum amount of product (1.0 means a 100% yield; for example, 0.34 means a 34% yield). (1) The reactants are [CH3:1][C:2]1[C:7]([CH:8]([CH2:13][CH2:14][CH3:15])[C:9]([O:11]C)=[O:10])=[C:6]([O:16][C:17]2[CH:22]=[CH:21][CH:20]=[CH:19][CH:18]=2)[N:5]=[C:4]([C:23]2[CH:28]=[CH:27][CH:26]=[CH:25][CH:24]=2)[N:3]=1.[OH-].[Na+]. The catalyst is CO. The product is [CH3:1][C:2]1[C:7]([CH:8]([CH2:13][CH2:14][CH3:15])[C:9]([OH:11])=[O:10])=[C:6]([O:16][C:17]2[CH:18]=[CH:19][CH:20]=[CH:21][CH:22]=2)[N:5]=[C:4]([C:23]2[CH:28]=[CH:27][CH:26]=[CH:25][CH:24]=2)[N:3]=1. The yield is 0.680. (2) The reactants are [NH2:1][CH2:2][CH2:3][OH:4].C[O:6][C:7]([C:9]1[C:13]([NH:14][C:15]([C:17]2[C:22]([NH:23][C:24]3[CH:25]=[N:26][CH:27]=[N:28][CH:29]=3)=[CH:21][CH:20]=[C:19]([CH:30]3[CH2:32][CH2:31]3)[N:18]=2)=[O:16])=[CH:12][N:11]([CH3:33])[N:10]=1)=O. No catalyst specified. The product is [OH:4][CH2:3][CH2:2][NH:1][C:7]([C:9]1[C:13]([NH:14][C:15]([C:17]2[C:22]([NH:23][C:24]3[CH:25]=[N:26][CH:27]=[N:28][CH:29]=3)=[CH:21][CH:20]=[C:19]([CH:30]3[CH2:32][CH2:31]3)[N:18]=2)=[O:16])=[CH:12][N:11]([CH3:33])[N:10]=1)=[O:6]. The yield is 0.0600. (3) The reactants are [C:1]1([CH3:13])[CH:6]=[CH:5][C:4]([C:7]2([C:10]([OH:12])=[O:11])[CH2:9][CH2:8]2)=[CH:3][CH:2]=1.[CH2:14]1CCN2C(=NCCC2)CC1.CI. The catalyst is C(#N)C.CCOC(C)=O. The product is [C:1]1([CH3:13])[CH:2]=[CH:3][C:4]([C:7]2([C:10]([O:12][CH3:14])=[O:11])[CH2:9][CH2:8]2)=[CH:5][CH:6]=1. The yield is 0.640. (4) The reactants are [OH:1][C:2]1[CH:3]=[C:4]([CH:8]=[CH:9][C:10]=1[O:11][CH3:12])[C:5]([OH:7])=[O:6].OS(O)(=O)=O.C([O-])(O)=O.[Na+].[CH3:23][CH2:24]O. No catalyst specified. The product is [OH:1][C:2]1[CH:3]=[C:4]([CH:8]=[CH:9][C:10]=1[O:11][CH3:12])[C:5]([O:7][CH2:23][CH3:24])=[O:6]. The yield is 0.830.